Dataset: Peptide-MHC class I binding affinity with 185,985 pairs from IEDB/IMGT. Task: Regression. Given a peptide amino acid sequence and an MHC pseudo amino acid sequence, predict their binding affinity value. This is MHC class I binding data. (1) The MHC is HLA-A30:01 with pseudo-sequence HLA-A30:01. The binding affinity (normalized) is 0. The peptide sequence is TAVPWNASW. (2) The peptide sequence is ELVMDKNHAI. The MHC is HLA-A02:01 with pseudo-sequence HLA-A02:01. The binding affinity (normalized) is 0. (3) The binding affinity (normalized) is 0.0847. The peptide sequence is REIGDISYL. The MHC is HLA-A69:01 with pseudo-sequence HLA-A69:01. (4) The binding affinity (normalized) is 0.748. The MHC is HLA-A68:01 with pseudo-sequence HLA-A68:01. The peptide sequence is ASMGFKVTTR. (5) The peptide sequence is EPEKDIREL. The MHC is HLA-B35:01 with pseudo-sequence HLA-B35:01. The binding affinity (normalized) is 0.534. (6) The peptide sequence is LMIFISSFL. The MHC is HLA-A02:02 with pseudo-sequence HLA-A02:02. The binding affinity (normalized) is 1.00. (7) The peptide sequence is LEMWKNGPCYG. The binding affinity (normalized) is 0. The MHC is Mamu-B08 with pseudo-sequence Mamu-B08. (8) The peptide sequence is FAYRFLSR. The MHC is H-2-Db with pseudo-sequence H-2-Db. The binding affinity (normalized) is 0. (9) The binding affinity (normalized) is 0.0847. The MHC is HLA-B57:01 with pseudo-sequence HLA-B57:01. The peptide sequence is AFMATNKAY.